This data is from Full USPTO retrosynthesis dataset with 1.9M reactions from patents (1976-2016). The task is: Predict the reactants needed to synthesize the given product. (1) Given the product [Cl:1][C:2]1[CH:10]=[CH:9][C:8]([C:11]2[N:12]([C:22]([O:24][C:25]([CH3:26])([CH3:27])[CH3:28])=[O:23])[C:13]3[C:18]([CH:19]=2)=[CH:17][C:16]([CH2:20][NH:30][CH2:31][C:32]2[CH:37]=[CH:36][N:35]=[CH:34][CH:33]=2)=[CH:15][CH:14]=3)=[C:7]2[C:3]=1[CH2:4][NH:5][C:6]2=[O:29], predict the reactants needed to synthesize it. The reactants are: [Cl:1][C:2]1[CH:10]=[CH:9][C:8]([C:11]2[N:12]([C:22]([O:24][C:25]([CH3:28])([CH3:27])[CH3:26])=[O:23])[C:13]3[C:18]([CH:19]=2)=[CH:17][C:16]([CH:20]=O)=[CH:15][CH:14]=3)=[C:7]2[C:3]=1[CH2:4][NH:5][C:6]2=[O:29].[NH2:30][CH2:31][C:32]1[CH:37]=[CH:36][N:35]=[CH:34][CH:33]=1.C(O[BH-](OC(=O)C)OC(=O)C)(=O)C.[Na+]. (2) Given the product [CH:32]1([CH2:31][N:1]2[C:9]3[C:4](=[CH:5][C:6]([NH:10][C:11]4[N:20]=[CH:19][C:18]([CH:21]5[CH2:22][CH2:23]5)=[CH:17][C:12]=4[C:13]([OH:15])=[O:14])=[CH:7][CH:8]=3)[CH:3]=[CH:2]2)[CH2:36][CH2:35][CH2:34][CH2:33]1, predict the reactants needed to synthesize it. The reactants are: [NH:1]1[C:9]2[C:4](=[CH:5][C:6]([NH:10][C:11]3[N:20]=[CH:19][C:18]([CH:21]4[CH2:23][CH2:22]4)=[CH:17][C:12]=3[C:13]([O:15]C)=[O:14])=[CH:7][CH:8]=2)[CH:3]=[CH:2]1.CC(C)([O-])C.[K+].Br[CH2:31][CH:32]1[CH2:36][CH2:35][CH2:34][CH2:33]1.Cl. (3) The reactants are: [N+:1]([C:4]1[CH:12]=[CH:11][C:7]([C:8](Cl)=[O:9])=[CH:6][CH:5]=1)([O-:3])=[O:2].[C:13]1([O:19][CH3:20])[CH:18]=[CH:17][CH:16]=[CH:15][CH:14]=1.[Cl-].[Al+3].[Cl-].[Cl-].Cl. Given the product [CH3:20][O:19][C:13]1[CH:18]=[CH:17][C:16]([C:8]([C:7]2[CH:11]=[CH:12][C:4]([N+:1]([O-:3])=[O:2])=[CH:5][CH:6]=2)=[O:9])=[CH:15][CH:14]=1, predict the reactants needed to synthesize it. (4) Given the product [C:9]([O:11][CH2:22][CH3:23])(=[O:10])[CH3:8].[CH3:2][OH:1].[NH4+:12].[OH-:21], predict the reactants needed to synthesize it. The reactants are: [OH:1][C:2]1C=CC([CH2:8][C:9]([OH:11])=[O:10])=CC=1[N+:12]([O-])=O.[OH-].[K+].C(Cl)(F)F.[O:21]1CCO[CH2:23][CH2:22]1.